This data is from Full USPTO retrosynthesis dataset with 1.9M reactions from patents (1976-2016). The task is: Predict the reactants needed to synthesize the given product. The reactants are: [C:1]([C:6]1[N:7]([CH2:17][CH2:18][NH:19]C(=O)OC(C)(C)C)[C:8]2[C:13]([CH:14]=1)=[CH:12][CH:11]=[C:10]([S:15][CH3:16])[CH:9]=2)(=[O:5])[CH:2]([CH3:4])[CH3:3].C(O)(C(F)(F)F)=O. Given the product [NH2:19][CH2:18][CH2:17][N:7]1[C:8]2[C:13](=[CH:12][CH:11]=[C:10]([S:15][CH3:16])[CH:9]=2)[CH:14]=[C:6]1[C:1](=[O:5])[CH:2]([CH3:3])[CH3:4], predict the reactants needed to synthesize it.